The task is: Regression. Given a peptide amino acid sequence and an MHC pseudo amino acid sequence, predict their binding affinity value. This is MHC class I binding data.. This data is from Peptide-MHC class I binding affinity with 185,985 pairs from IEDB/IMGT. (1) The peptide sequence is FYRNISDPL. The MHC is HLA-A26:02 with pseudo-sequence HLA-A26:02. The binding affinity (normalized) is 0.0847. (2) The peptide sequence is LVEITPIGLA. The MHC is Mamu-B01 with pseudo-sequence Mamu-B01. The binding affinity (normalized) is 0. (3) The peptide sequence is MWHVTRGAF. The MHC is HLA-B15:42 with pseudo-sequence HLA-B15:42. The binding affinity (normalized) is 0.213. (4) The peptide sequence is EMGANFRAGR. The MHC is HLA-A33:01 with pseudo-sequence HLA-A33:01. The binding affinity (normalized) is 0.814. (5) The peptide sequence is DMYFCHFYK. The MHC is HLA-A80:01 with pseudo-sequence HLA-A80:01. The binding affinity (normalized) is 0.0847. (6) The peptide sequence is NMADKKETR. The MHC is Mamu-B6601 with pseudo-sequence Mamu-B6601. The binding affinity (normalized) is 0.556. (7) The peptide sequence is LQRNWSYGF. The MHC is HLA-B08:01 with pseudo-sequence HLA-B08:01. The binding affinity (normalized) is 0.0847. (8) The peptide sequence is RADEEQQQA. The MHC is HLA-A02:06 with pseudo-sequence HLA-A02:06. The binding affinity (normalized) is 0.00246. (9) The peptide sequence is FTPQFLLQL. The MHC is HLA-A24:02 with pseudo-sequence HLA-A24:02. The binding affinity (normalized) is 0.381.